From a dataset of Full USPTO retrosynthesis dataset with 1.9M reactions from patents (1976-2016). Predict the reactants needed to synthesize the given product. (1) Given the product [F:40][C:2]([F:1])([F:41])[C:3]1[CH:39]=[CH:38][C:6]([CH2:7][N:8]2[C:16]3[C:11](=[CH:12][C:13]([O:17][CH2:18][C:19]([OH:21])=[O:20])=[CH:14][CH:15]=3)[C:10]([CH:24]=[N:25][O:26][CH2:27][C:28]3[CH:33]=[CH:32][C:31]([C:34]([F:37])([F:36])[F:35])=[CH:30][CH:29]=3)=[CH:9]2)=[CH:5][CH:4]=1, predict the reactants needed to synthesize it. The reactants are: [F:1][C:2]([F:41])([F:40])[C:3]1[CH:39]=[CH:38][C:6]([CH2:7][N:8]2[C:16]3[C:11](=[CH:12][C:13]([O:17][CH2:18][C:19]([O:21]CC)=[O:20])=[CH:14][CH:15]=3)[C:10]([CH:24]=[N:25][O:26][CH2:27][C:28]3[CH:33]=[CH:32][C:31]([C:34]([F:37])([F:36])[F:35])=[CH:30][CH:29]=3)=[CH:9]2)=[CH:5][CH:4]=1.O.[OH-].[Li+]. (2) Given the product [CH3:1][O:2][C:3]1[CH:4]=[C:5]2[C:10](=[CH:11][C:12]=1[O:13][CH3:14])[N:9]=[CH:8][CH:7]=[C:6]2[O:15][C:16]1[CH:22]=[CH:21][C:19]([NH:20][C:29](=[O:35])[O:28][CH2:26][CH:37]2[CH2:40][CH2:39][CH2:38]2)=[C:18]([CH3:23])[C:17]=1[CH3:24], predict the reactants needed to synthesize it. The reactants are: [CH3:1][O:2][C:3]1[CH:4]=[C:5]2[C:10](=[CH:11][C:12]=1[O:13][CH3:14])[N:9]=[CH:8][CH:7]=[C:6]2[O:15][C:16]1[CH:22]=[CH:21][C:19]([NH2:20])=[C:18]([CH3:23])[C:17]=1[CH3:24].Cl[C:26](Cl)([O:28][C:29](=[O:35])OC(Cl)(Cl)Cl)Cl.[CH:37]1(CO)[CH2:40][CH2:39][CH2:38]1.C(=O)(O)[O-].[Na+]. (3) The reactants are: C(NC(=O)CCN1CCC(NC[C@H](O)C2C=CC(O)=C3C=2C=CC(=O)N3)CC1)C1C=CC=CC=1.[Si:35]([O:42][C@H:43]([C:57]1[CH:66]=[CH:65][C:64]([OH:67])=[C:63]2[C:58]=1[CH:59]=[CH:60][C:61](=[O:68])[NH:62]2)[CH2:44][NH:45][CH:46]1[CH2:51][CH2:50][N:49]([CH2:52][CH2:53][C:54](O)=[O:55])[CH2:48][CH2:47]1)([C:38]([CH3:41])([CH3:40])[CH3:39])([CH3:37])[CH3:36].[NH2:69][CH2:70][C:71]1[CH:76]=[CH:75][CH:74]=[CH:73][C:72]=1[OH:77].CN(C(ON1N=NC2C=CC=NC1=2)=[N+](C)C)C.F[P-](F)(F)(F)(F)F. Given the product [Si:35]([O:42][C@H:43]([C:57]1[CH:66]=[CH:65][C:64]([OH:67])=[C:63]2[C:58]=1[CH:59]=[CH:60][C:61](=[O:68])[NH:62]2)[CH2:44][NH:45][CH:46]1[CH2:47][CH2:48][N:49]([CH2:52][CH2:53][C:54]([NH:69][CH2:70][C:71]2[CH:76]=[CH:75][CH:74]=[CH:73][C:72]=2[OH:77])=[O:55])[CH2:50][CH2:51]1)([C:38]([CH3:41])([CH3:39])[CH3:40])([CH3:36])[CH3:37], predict the reactants needed to synthesize it. (4) Given the product [O:1]1[CH2:6][CH2:5][N:4]([C:7]2[C:8]3[N:9]([CH:15]=[C:16]([C:17]([O:19][CH2:20][CH3:21])=[O:18])[N:13]=3)[CH:10]=[CH:11][N:12]=2)[CH2:3][CH2:2]1, predict the reactants needed to synthesize it. The reactants are: [O:1]1[CH2:6][CH2:5][N:4]([C:7]2[C:8]([NH2:13])=[N:9][CH:10]=[CH:11][N:12]=2)[CH2:3][CH2:2]1.Br[CH2:15][C:16](=O)[C:17]([O:19][CH2:20][CH3:21])=[O:18]. (5) Given the product [N:24]1([C:20]2[N:21]=[CH:22][N:23]=[C:18]([N:16]3[C:4](=[O:15])[C:5]([N:10]4[CH:14]=[CH:13][N:12]=[N:11]4)=[CH:6][NH:7]3)[CH:19]=2)[CH2:25][CH2:26][O:27][CH2:28][CH2:29]1, predict the reactants needed to synthesize it. The reactants are: C(O[C:4](=[O:15])[C:5]([N:10]1[CH:14]=[CH:13][N:12]=[N:11]1)=[CH:6][N:7](C)C)C.[NH:16]([C:18]1[N:23]=[CH:22][N:21]=[C:20]([N:24]2[CH2:29][CH2:28][O:27][CH2:26][CH2:25]2)[CH:19]=1)N.C(O)(C(F)(F)F)=O. (6) Given the product [Cl:13][C:4]1[CH:3]=[C:2]([NH:16][CH:17]([CH3:19])[CH3:18])[C:7]([C:8]([O:10][CH2:11][CH3:12])=[O:9])=[CH:6][N:5]=1, predict the reactants needed to synthesize it. The reactants are: Cl[C:2]1[C:7]([C:8]([O:10][CH2:11][CH3:12])=[O:9])=[CH:6][N:5]=[C:4]([Cl:13])[CH:3]=1.CC[N:16](C(C)C)[CH:17]([CH3:19])[CH3:18].CC(N)C. (7) Given the product [OH:36][CH2:37][C:38]1[CH:43]=[C:42]([C:2]2[CH:7]=[C:6]([N:8]3[CH2:9][CH2:10][O:11][CH2:12][CH2:13]3)[N:5]=[C:4]([C:14]3[CH:19]=[CH:18][CH:17]=[C:16]([NH:20][C:21]([CH:23]4[CH2:28][CH2:27][NH:26][CH2:25][CH2:24]4)=[O:22])[CH:15]=3)[N:3]=2)[CH:41]=[CH:40][CH:39]=1, predict the reactants needed to synthesize it. The reactants are: Br[C:2]1[CH:7]=[C:6]([N:8]2[CH2:13][CH2:12][O:11][CH2:10][CH2:9]2)[N:5]=[C:4]([C:14]2[CH:19]=[CH:18][CH:17]=[C:16]([NH:20][C:21]([CH:23]3[CH2:28][CH2:27][N:26](C(OC(C)(C)C)=O)[CH2:25][CH2:24]3)=[O:22])[CH:15]=2)[N:3]=1.[OH:36][CH2:37][C:38]1[CH:39]=[C:40](B(O)O)[CH:41]=[CH:42][CH:43]=1.C(=O)(O)[O-].[Na+]. (8) Given the product [CH3:13][O:12][C:9]1[CH:10]=[CH:11][C:6]([OH:5])=[C:7]([CH3:19])[C:8]=1[OH:14], predict the reactants needed to synthesize it. The reactants are: C(OC[O:5][C:6]1[CH:11]=[CH:10][C:9]([O:12][CH3:13])=[C:8]([O:14]COCC)[C:7]=1[CH3:19])C.Cl.O. (9) Given the product [Br:1][C:2]1[CH:7]=[C:6]([CH:5]=[C:4]([CH:11]([F:12])[F:13])[CH:3]=1)[NH2:8], predict the reactants needed to synthesize it. The reactants are: [Br:1][C:2]1[CH:7]=[C:6]([N+:8]([O-])=O)[CH:5]=[C:4]([CH:11]([F:13])[F:12])[CH:3]=1.[NH4+].[Cl-].